This data is from Catalyst prediction with 721,799 reactions and 888 catalyst types from USPTO. The task is: Predict which catalyst facilitates the given reaction. (1) Reactant: [CH3:1][O:2][C:3]1[CH:4]=[C:5]2[C:10](=[CH:11][CH:12]=1)[N:9]=[C:8]([C:13]1[CH:14]=[N:15][CH:16]=[CH:17][CH:18]=1)[NH:7][C:6]2=O.P(Br)(Br)[Br:21].[OH-].[NH4+]. Product: [Br:21][C:6]1[C:5]2[C:10](=[CH:11][CH:12]=[C:3]([O:2][CH3:1])[CH:4]=2)[N:9]=[C:8]([C:13]2[CH:14]=[N:15][CH:16]=[CH:17][CH:18]=2)[N:7]=1. The catalyst class is: 139. (2) Reactant: [NH:1]1[CH:5]=[N:4][C:3]([C:6]2[CH:7]=[C:8]3[C:12](=[CH:13][CH:14]=2)[N:11](C2CCCCO2)[N:10]=[C:9]3[C:21]2[CH:22]=[C:23](O)[CH:24]=[CH:25][CH:26]=2)=[N:2]1.C1(P(C2C=CC=CC=2)C2C=CC=CC=2)C=CC=CC=1.N(C(OCC)=O)=NC(OCC)=O.[N:59]1[CH:64]=[CH:63][CH:62]=[C:61]([CH2:65][OH:66])[CH:60]=1.Cl. Product: [NH:1]1[CH:5]=[N:4][C:3]([C:6]2[CH:14]=[C:13]([O:66][CH2:65][C:61]3[CH:60]=[N:59][CH:64]=[CH:63][CH:62]=3)[CH:12]=[C:8]([C:9]3[C:21]4[C:22](=[CH:23][CH:24]=[CH:25][CH:26]=4)[NH:11][N:10]=3)[CH:7]=2)=[N:2]1. The catalyst class is: 7. (3) Reactant: [F:1][C:2]1[CH:11]=[C:10]2[C:5]([CH:6]=[C:7]([CH:18]=[O:19])[C:8]([C:12]3[CH:17]=[CH:16][CH:15]=[CH:14][CH:13]=3)=[N:9]2)=[CH:4][CH:3]=1.[CH2:20]([Mg]Br)[CH2:21][CH:22]=[CH2:23]. Product: [F:1][C:2]1[CH:11]=[C:10]2[C:5]([CH:6]=[C:7]([CH:18]([OH:19])[CH2:23][CH2:22][CH:21]=[CH2:20])[C:8]([C:12]3[CH:17]=[CH:16][CH:15]=[CH:14][CH:13]=3)=[N:9]2)=[CH:4][CH:3]=1. The catalyst class is: 1. (4) Reactant: C([N:8]1[CH2:14][C:13]2[N:15]=[CH:16][C:17]([NH2:19])=[N:18][C:12]=2[O:11][CH2:10][CH2:9]1)C1C=CC=CC=1. Product: [N:15]1[C:13]2[CH2:14][NH:8][CH2:9][CH2:10][O:11][C:12]=2[N:18]=[C:17]([NH2:19])[CH:16]=1. The catalyst class is: 563. (5) Reactant: Cl[C:2]1[N:7]=[C:6]([C:8]2[CH:13]=[CH:12][C:11]([OH:14])=[CH:10][CH:9]=2)[CH:5]=[N:4][CH:3]=1.[NH2:15][C:16]1[CH:17]=[C:18]([CH:22]=[CH:23][C:24]=1[O:25][CH3:26])[C:19]([OH:21])=[O:20].CC1(C)C2C(=C(P(C3C=CC=CC=3)C3C=CC=CC=3)C=CC=2)OC2C(P(C3C=CC=CC=3)C3C=CC=CC=3)=CC=CC1=2. Product: [OH:14][C:11]1[CH:12]=[CH:13][C:8]([C:6]2[N:7]=[C:2]([NH:15][C:16]3[CH:17]=[C:18]([CH:22]=[CH:23][C:24]=3[O:25][CH3:26])[C:19]([OH:21])=[O:20])[CH:3]=[N:4][CH:5]=2)=[CH:9][CH:10]=1. The catalyst class is: 102. (6) Reactant: C([N:8]1[CH2:13][CH2:12][O:11][C@H:10]([CH2:14][O:15][C:16]2[CH:21]=[CH:20][C:19]([C:22]3[CH:27]=[CH:26][N:25]=[C:24]([CH3:28])[CH:23]=3)=[CH:18][CH:17]=2)[CH2:9]1)C1C=CC=CC=1.C([O-])=O.[NH4+]. Product: [CH3:28][C:24]1[CH:23]=[C:22]([C:19]2[CH:20]=[CH:21][C:16]([O:15][CH2:14][C@H:10]3[O:11][CH2:12][CH2:13][NH:8][CH2:9]3)=[CH:17][CH:18]=2)[CH:27]=[CH:26][N:25]=1. The catalyst class is: 45. (7) Reactant: [Cl-].[NH4+].[N+:3]([C:6]1[CH:11]=[CH:10][CH:9]=[CH:8][C:7]=1[S:12][C:13]1[CH:18]=[CH:17][N:16]=[CH:15][CH:14]=1)([O-])=O. Product: [N:16]1[CH:15]=[CH:14][C:13]([S:12][C:7]2[CH:8]=[CH:9][CH:10]=[CH:11][C:6]=2[NH2:3])=[CH:18][CH:17]=1. The catalyst class is: 190.